This data is from Forward reaction prediction with 1.9M reactions from USPTO patents (1976-2016). The task is: Predict the product of the given reaction. (1) Given the reactants [CH2:1]([N:8]1[C@H:14]([C:15]2[CH:20]=[CH:19][CH:18]=[CH:17][CH:16]=2)[CH:13]=[CH:12][CH2:11][CH:10]([N:21]2C(=O)C3C(=CC=CC=3)C2=O)[C:9]1=[O:32])[C:2]1[CH:7]=[CH:6][CH:5]=[CH:4][CH:3]=1.O.NN, predict the reaction product. The product is: [NH2:21][C@@H:10]1[CH2:11][CH:12]=[CH:13][C@@H:14]([C:15]2[CH:20]=[CH:19][CH:18]=[CH:17][CH:16]=2)[N:8]([CH2:1][C:2]2[CH:7]=[CH:6][CH:5]=[CH:4][CH:3]=2)[C:9]1=[O:32].[NH2:21][C@H:10]1[CH2:11][CH:12]=[CH:13][C@@H:14]([C:15]2[CH:20]=[CH:19][CH:18]=[CH:17][CH:16]=2)[N:8]([CH2:1][C:2]2[CH:7]=[CH:6][CH:5]=[CH:4][CH:3]=2)[C:9]1=[O:32]. (2) Given the reactants [OH-].[Li+].C[O:4][C:5](=[O:25])[CH2:6][C:7]1[CH:12]=[C:11]([Br:13])[C:10]([O:14][C:15]2[CH:20]=[C:19]([Br:21])[C:18]([OH:22])=[C:17]([Br:23])[CH:16]=2)=[C:9]([Br:24])[CH:8]=1.Cl, predict the reaction product. The product is: [Br:13][C:11]1[CH:12]=[C:7]([CH2:6][C:5]([OH:25])=[O:4])[CH:8]=[C:9]([Br:24])[C:10]=1[O:14][C:15]1[CH:16]=[C:17]([Br:23])[C:18]([OH:22])=[C:19]([Br:21])[CH:20]=1. (3) Given the reactants [C:1]([NH:3][C:4]1[CH:25]=[C:24]([CH3:26])[C:7]([O:8][C:9]2[CH:10]=[CH:11][C:12]([OH:23])=[C:13]([CH:22]=2)[C:14]([N:16]([CH:18]2[CH2:21][CH2:20][CH2:19]2)[CH3:17])=[O:15])=[C:6]([CH3:27])[CH:5]=1)#[N:2].[N-:28]=[N+:29]=[N-:30].[Na+].[Cl-].[NH4+], predict the reaction product. The product is: [CH:18]1([N:16]([CH3:17])[C:14](=[O:15])[C:13]2[CH:22]=[C:9]([O:8][C:7]3[C:6]([CH3:27])=[CH:5][C:4]([NH:3][C:1]4[NH:30][N:29]=[N:28][N:2]=4)=[CH:25][C:24]=3[CH3:26])[CH:10]=[CH:11][C:12]=2[OH:23])[CH2:21][CH2:20][CH2:19]1. (4) Given the reactants [CH2:1]([O:3][C:4]1[N:9]=[CH:8][C:7]([O:10][C@@H:11]2[CH2:15][CH2:14][NH:13][C:12]2=[O:16])=[CH:6][CH:5]=1)[CH3:2].Br[C:18]1[CH:26]=[C:25]2[C:21]([CH2:22][CH2:23][C:24]2=[O:27])=[C:20]([F:28])[CH:19]=1.CNCCNC, predict the reaction product. The product is: [CH2:1]([O:3][C:4]1[N:9]=[CH:8][C:7]([O:10][C@@H:11]2[CH2:15][CH2:14][N:13]([C:18]3[CH:26]=[C:25]4[C:21](=[C:20]([F:28])[CH:19]=3)[CH2:22][CH2:23][C:24]4=[O:27])[C:12]2=[O:16])=[CH:6][CH:5]=1)[CH3:2]. (5) Given the reactants [O:1]1C2(CC[NH:9]CC2)CCC([CH2:12][C:13]([O:15][CH3:16])=[O:14])[CH2:2]1.[Cl:17][C:18]1[CH:23]=[CH:22][C:21]([O:24][C:25]([F:28])([F:27])[F:26])=[CH:20][C:19]=1[N:29]1[CH2:43][CH2:42][C:32]2([O:37][CH2:36][CH:35]([CH2:38][C:39]([OH:41])=[O:40])[CH2:34][CH2:33]2)[CH2:31][CH2:30]1.CO.C[Si](C=[N+]=[N-])(C)C, predict the reaction product. The product is: [CH3:18][CH2:16][O:15][C:13]([CH3:12])=[O:14].[CH3:2][OH:1].[NH3:9].[Cl:17][C:18]1[CH:23]=[CH:22][C:21]([O:24][C:25]([F:26])([F:28])[F:27])=[CH:20][C:19]=1[N:29]1[CH2:43][CH2:42][C:32]2([O:37][CH2:36][CH:35]([CH2:38][C:39]([OH:41])=[O:40])[CH2:34][CH2:33]2)[CH2:31][CH2:30]1. (6) Given the reactants [C:1]1([CH:8]=[CH:7][C:5]([OH:6])=[CH:4][CH:3]=1)[OH:2].N1C=CN=C1.[Si:14](Cl)([C:17]([CH3:20])([CH3:19])[CH3:18])([CH3:16])[CH3:15], predict the reaction product. The product is: [Si:14]([O:2][C:1]1[CH:8]=[CH:7][C:5]([OH:6])=[CH:4][CH:3]=1)([C:17]([CH3:20])([CH3:19])[CH3:18])([CH3:16])[CH3:15].